From a dataset of Full USPTO retrosynthesis dataset with 1.9M reactions from patents (1976-2016). Predict the reactants needed to synthesize the given product. (1) The reactants are: [Br:1][C:2]1[CH:3]=[C:4]([NH:8][C:9]2[C:18]3[C:13](=[CH:14][C:15]([O:22][CH2:23][CH2:24][CH2:25][CH:26]4[CH2:31][CH2:30][N:29]([CH3:32])[CH2:28][CH2:27]4)=[C:16]([N+:19]([O-])=O)[CH:17]=3)[N:12]=[CH:11][N:10]=2)[CH:5]=[CH:6][CH:7]=1.C(O)(=O)C.[OH-].[Na+]. Given the product [NH2:19][C:16]1[CH:17]=[C:18]2[C:13](=[CH:14][C:15]=1[O:22][CH2:23][CH2:24][CH2:25][CH:26]1[CH2:31][CH2:30][N:29]([CH3:32])[CH2:28][CH2:27]1)[N:12]=[CH:11][N:10]=[C:9]2[NH:8][C:4]1[CH:5]=[CH:6][CH:7]=[C:2]([Br:1])[CH:3]=1, predict the reactants needed to synthesize it. (2) The reactants are: [CH2:1]([O:5][C:6]1[CH:18]=[CH:17][C:16]2[C:15]3[C:10](=[C:11]([F:22])[CH:12]=[C:13]([CH2:19][CH2:20][CH3:21])[CH:14]=3)[C:9](=O)[C:8]=2[C:7]=1[F:24])[CH2:2][CH2:3][CH3:4].C([SiH](CC)CC)C.O. Given the product [CH2:1]([O:5][C:6]1[CH:18]=[CH:17][C:16]2[C:15]3[C:10](=[C:11]([F:22])[CH:12]=[C:13]([CH2:19][CH2:20][CH3:21])[CH:14]=3)[CH2:9][C:8]=2[C:7]=1[F:24])[CH2:2][CH2:3][CH3:4], predict the reactants needed to synthesize it. (3) Given the product [NH2:21][C@@H:10]([C@H:9]([O:8][CH2:1][C:2]1[CH:3]=[CH:4][CH:5]=[CH:6][CH:7]=1)[CH3:29])[C:11]([O:13][CH2:14][C:15]1[CH:20]=[CH:19][CH:18]=[CH:17][CH:16]=1)=[O:12], predict the reactants needed to synthesize it. The reactants are: [CH2:1]([O:8][C@H:9]([CH3:29])[C@H:10]([NH:21]C(OC(C)(C)C)=O)[C:11]([O:13][CH2:14][C:15]1[CH:20]=[CH:19][CH:18]=[CH:17][CH:16]=1)=[O:12])[C:2]1[CH:7]=[CH:6][CH:5]=[CH:4][CH:3]=1.Cl. (4) Given the product [CH2:10]([O:9][C:7]([N:4]1[CH2:5][CH2:6][C@H:2]([NH:1][CH:17]2[CH2:22][CH2:21][CH2:20][CH2:19][CH2:18]2)[CH2:3]1)=[O:8])[C:11]1[CH:16]=[CH:15][CH:14]=[CH:13][CH:12]=1, predict the reactants needed to synthesize it. The reactants are: [NH2:1][C@H:2]1[CH2:6][CH2:5][N:4]([C:7]([O:9][CH2:10][C:11]2[CH:16]=[CH:15][CH:14]=[CH:13][CH:12]=2)=[O:8])[CH2:3]1.[C:17]1(=O)[CH2:22][CH2:21][CH2:20][CH2:19][CH2:18]1.C([BH3-])#N.[Na+].